This data is from Full USPTO retrosynthesis dataset with 1.9M reactions from patents (1976-2016). The task is: Predict the reactants needed to synthesize the given product. (1) Given the product [C:24]([O:23][CH:8]([CH2:9][C:10]([F:21])([F:22])[C:11]([F:19])([F:20])[C:12]([F:17])([F:18])[C:13]([F:16])([F:14])[F:15])[CH2:7][N:4]1[CH2:5][CH2:6][O:1][CH2:2][CH2:3]1)(=[O:26])[CH3:25], predict the reactants needed to synthesize it. The reactants are: [O:1]1[CH2:6][CH2:5][N:4]([CH2:7][CH:8]([OH:23])[CH2:9][C:10]([F:22])([F:21])[C:11]([F:20])([F:19])[C:12]([F:18])([F:17])[C:13]([F:16])([F:15])[F:14])[CH2:3][CH2:2]1.[C:24](OC(=O)C)(=[O:26])[CH3:25]. (2) Given the product [Br:1][C:2]1[CH:7]=[CH:6][C:5]([C:8]2[NH:12][C:11]([C@@H:13]3[CH2:17][CH2:16][CH2:15][N:14]3[C:18]([O:20][C:21]([CH3:23])([CH3:22])[CH3:24])=[O:19])=[N:10][C:9]=2[C:25](=[O:27])[NH:31][CH3:30])=[CH:4][CH:3]=1, predict the reactants needed to synthesize it. The reactants are: [Br:1][C:2]1[CH:7]=[CH:6][C:5]([C:8]2[NH:12][C:11]([C@@H:13]3[CH2:17][CH2:16][CH2:15][N:14]3[C:18]([O:20][C:21]([CH3:24])([CH3:23])[CH3:22])=[O:19])=[N:10][C:9]=2[C:25]([O:27]CC)=O)=[CH:4][CH:3]=1.[CH3:30][NH2:31]. (3) Given the product [ClH:36].[ClH:36].[ClH:36].[N:31]1([CH:14]2[CH:13]([C:11]([NH2:10])=[O:12])[CH2:18][CH2:17][CH2:16][N:15]2[CH2:19][CH2:20][CH2:21][CH2:22][N:23]2[CH2:24][CH2:25][N:26]([CH3:29])[CH2:27][CH2:28]2)[C:30]2[C:18](=[CH:13][CH:11]=[CH:40][CH:41]=2)[CH:17]=[CH:16]1, predict the reactants needed to synthesize it. The reactants are: N1([NH:10][C:11]([C:13]2[CH2:18][CH2:17][CH2:16][N:15]([CH2:19][CH2:20][CH2:21][CH2:22][N:23]3[CH2:28][CH2:27][N:26]([CH3:29])[CH2:25][CH2:24]3)[CH:14]=2)=[O:12])C2C(=CC=CC=2)C=C1.[C:30]([BH3-])#[N:31].[Na+].[OH-].[Na+].[ClH:36].C(O[CH2:40][CH3:41])C. (4) Given the product [Cl:1][C:2]1[CH:10]=[CH:9][C:8]([I:11])=[CH:7][C:3]=1[CH2:4][OH:5], predict the reactants needed to synthesize it. The reactants are: [Cl:1][C:2]1[CH:10]=[CH:9][C:8]([I:11])=[CH:7][C:3]=1[C:4](O)=[O:5].C1(C)C=CC=CC=1.[H-].C([Al+]CC(C)C)C(C)C.Cl. (5) Given the product [CH3:2][N:3]1[C:9](=[O:10])[CH2:8][CH2:7][N:6]([CH2:19][C:20]2[CH:25]=[CH:24][N:23]=[C:22]([NH:26][C:27]3[S:28][C:29]([C:32]#[N:33])=[CH:30][N:31]=3)[CH:21]=2)[CH2:5][CH2:4]1, predict the reactants needed to synthesize it. The reactants are: Cl.[CH3:2][N:3]1[C:9](=[O:10])[CH2:8][CH2:7][NH:6][CH2:5][CH2:4]1.C(N(CC)CC)C.Cl[CH2:19][C:20]1[CH:25]=[CH:24][N:23]=[C:22]([NH:26][C:27]2[S:28][C:29]([C:32]#[N:33])=[CH:30][N:31]=2)[CH:21]=1.